The task is: Predict the reaction yield, written as a fraction of the theoretical maximum amount of product (1.0 means a 100% yield; for example, 0.34 means a 34% yield).. This data is from Reaction yield outcomes from USPTO patents with 853,638 reactions. (1) The reactants are P12(SP3(SP(SP(S3)(S1)=S)(=S)S2)=S)=[S:2].O=[C:16]([NH:22][CH2:23][C:24](=O)[C:25]1[CH:30]=[CH:29][CH:28]=[CH:27][CH:26]=1)[C:17]([O:19][CH2:20][CH3:21])=[O:18]. The catalyst is C(Cl)(Cl)Cl. The product is [C:25]1([C:24]2[S:2][C:16]([C:17]([O:19][CH2:20][CH3:21])=[O:18])=[N:22][CH:23]=2)[CH:30]=[CH:29][CH:28]=[CH:27][CH:26]=1. The yield is 0.750. (2) The reactants are [CH2:1]([O:3][C:4](=[O:28])[C:5]1[CH:10]=[CH:9][CH:8]=[C:7]([NH:11][C:12]2[N:17]3[N:18]=[CH:19][C:20]([CH2:21][CH2:22][CH2:23][CH2:24][C:25]#[N:26])=[C:16]3[N:15]=[C:14](Cl)[CH:13]=2)[CH:6]=1)[CH3:2].[C:29]1([NH2:36])[CH:34]=[CH:33][CH:32]=[C:31]([NH2:35])[CH:30]=1. The catalyst is CN1C(=O)CCC1.CCOC(C)=O. The product is [CH2:1]([O:3][C:4](=[O:28])[C:5]1[CH:10]=[CH:9][CH:8]=[C:7]([NH:11][C:12]2[N:17]3[N:18]=[CH:19][C:20]([CH2:21][CH2:22][CH2:23][CH2:24][C:25]#[N:26])=[C:16]3[N:15]=[C:14]([NH:35][C:31]3[CH:32]=[CH:33][CH:34]=[C:29]([NH2:36])[CH:30]=3)[CH:13]=2)[CH:6]=1)[CH3:2]. The yield is 0.500. (3) The reactants are [Br:1][CH:2]1[CH2:23][CH2:22][C:5]2=[CH:6][C:7]3[C:8]4[CH:17]=[CH:16][C:15]([CH:18]([OH:21])[CH2:19][Br:20])=[CH:14][C:9]=4[CH2:10][O:11][C:12]=3[CH:13]=[C:4]2[C:3]1=[O:24].C(=O)(O)[O-].[Na+].[Br-].[Na+].O. The catalyst is C(Cl)Cl.CC1(C)N([O])C(C)(C)CCC1.C(O)(C)C. The product is [Br:1][CH:2]1[CH2:23][CH2:22][C:5]2=[CH:6][C:7]3[C:8]4[CH:17]=[CH:16][C:15]([C:18](=[O:21])[CH2:19][Br:20])=[CH:14][C:9]=4[CH2:10][O:11][C:12]=3[CH:13]=[C:4]2[C:3]1=[O:24]. The yield is 0.760. (4) The reactants are C(NC(C)C)(C)C.[CH2:8]([Li])[CH2:9][CH2:10][CH3:11].[Si](C=[N+]=[N-])(C)(C)C.[F:20][C:21]1[C:22]([CH2:31][CH2:32][CH3:33])=C(C=[CH:27][C:28]=1[O:29][CH3:30])C=O. The catalyst is O1CCCC1. The product is [C:10]([C:9]1[CH:8]=[CH:27][C:28]([O:29][CH3:30])=[C:21]([F:20])[C:22]=1[CH2:31][CH2:32][CH3:33])#[CH:11]. The yield is 0.312. (5) The yield is 0.330. The product is [CH3:15][O:1][C:2]1[C:3]([CH3:14])=[C:4]([CH:8]=[CH:9][C:10]=1[N+:11]([O-:13])=[O:12])[C:5]([O:26][CH3:27])=[O:6]. The reactants are [OH:1][C:2]1[C:3]([CH3:14])=[C:4]([CH:8]=[CH:9][C:10]=1[N+:11]([O-:13])=[O:12])[C:5](O)=[O:6].[C:15]([O-])([O-])=O.[K+].[K+].COS([O:26][CH3:27])(=O)=O. The catalyst is CC(C)=O. (6) The reactants are [F:1][C:2]1[CH:9]=[C:8]([N:10]2[C:18]3[CH2:17][C:16]([CH3:20])([CH3:19])[CH2:15][C:14](=[O:21])[C:13]=3[C:12]([CH3:22])=[N:11]2)[CH:7]=[C:6]([NH:23][CH:24]2[CH2:29][CH2:28][CH:27]([O:30][CH3:31])[CH2:26][CH2:25]2)[C:3]=1[C:4]#[N:5].CS(C)=[O:34].[OH-].[Na+].OO. The catalyst is CCO. The product is [F:1][C:2]1[CH:9]=[C:8]([N:10]2[C:18]3[CH2:17][C:16]([CH3:20])([CH3:19])[CH2:15][C:14](=[O:21])[C:13]=3[C:12]([CH3:22])=[N:11]2)[CH:7]=[C:6]([NH:23][C@H:24]2[CH2:25][CH2:26][C@H:27]([O:30][CH3:31])[CH2:28][CH2:29]2)[C:3]=1[C:4]([NH2:5])=[O:34]. The yield is 0.980.